From a dataset of Full USPTO retrosynthesis dataset with 1.9M reactions from patents (1976-2016). Predict the reactants needed to synthesize the given product. (1) Given the product [O:2]1[C:6]2[CH:7]=[CH:8][CH:9]=[CH:10][C:5]=2[CH:4]=[C:3]1[C:11]([NH:13][C:14]1([C:20]([NH:22][CH:23]2[CH2:28][CH2:27][N:26]([C:35]3[CH:36]=[CH:37][CH:38]=[CH:39][C:34]=3[S:31]([CH3:30])(=[O:33])=[O:32])[CH2:25][CH:24]2[OH:29])=[O:21])[CH2:19][CH2:18][CH2:17][CH2:16][CH2:15]1)=[O:12], predict the reactants needed to synthesize it. The reactants are: Cl.[O:2]1[C:6]2[CH:7]=[CH:8][CH:9]=[CH:10][C:5]=2[CH:4]=[C:3]1[C:11]([NH:13][C:14]1([C:20]([NH:22][CH:23]2[CH2:28][CH2:27][NH:26][CH2:25][CH:24]2[OH:29])=[O:21])[CH2:19][CH2:18][CH2:17][CH2:16][CH2:15]1)=[O:12].[CH3:30][S:31]([C:34]1(F)[CH:39]=[CH:38][CH:37]=[CH:36][CH2:35]1)(=[O:33])=[O:32].C(=O)([O-])[O-].[K+].[K+]. (2) The reactants are: [CH:1]1([C:4]2[CH:5]=[C:6]([CH:28]=[C:29]([O:32][CH2:33][CH3:34])[C:30]=2I)[CH2:7][N:8]2[CH2:11][C:10]3([CH2:15][C:14]([N:16]4[CH2:21][CH2:20][C:19]([CH3:27])([C:22]([O:24]CC)=[O:23])[CH2:18][CH2:17]4)=[N:13][O:12]3)[CH2:9]2)[CH2:3][CH2:2]1.[C:35]([C:37]1[CH:38]=[C:39](B(O)O)[CH:40]=[CH:41][C:42]=1[F:43])#[N:36]. Given the product [C:35]([C:37]1[CH:38]=[C:39]([C:30]2[C:29]([O:32][CH2:33][CH3:34])=[CH:28][C:6]([CH2:7][N:8]3[CH2:11][C:10]4([CH2:15][C:14]([N:16]5[CH2:17][CH2:18][C:19]([CH3:27])([C:22]([OH:24])=[O:23])[CH2:20][CH2:21]5)=[N:13][O:12]4)[CH2:9]3)=[CH:5][C:4]=2[CH:1]2[CH2:3][CH2:2]2)[CH:40]=[CH:41][C:42]=1[F:43])#[N:36], predict the reactants needed to synthesize it.